From a dataset of Catalyst prediction with 721,799 reactions and 888 catalyst types from USPTO. Predict which catalyst facilitates the given reaction. (1) Reactant: [OH:1][CH:2]([C:34]1[S:35][CH:36]=[C:37]([C:39](=[O:42])[NH:40][CH3:41])[N:38]=1)[CH2:3][CH:4]([N:8]([CH2:26][O:27][C:28](=[O:33])[CH2:29][CH:30]([CH3:32])[CH3:31])[C:9](=[O:25])[CH:10]([NH:15][C:16]([CH:18]1[CH2:23][CH2:22][CH2:21][CH2:20][N:19]1[CH3:24])=[O:17])[CH:11]([CH3:14])[CH2:12][CH3:13])[CH:5]([CH3:7])[CH3:6].[C:43](OC(=O)C)(=[O:45])[CH3:44]. Product: [C:43]([O:1][CH:2]([C:34]1[S:35][CH:36]=[C:37]([C:39](=[O:42])[NH:40][CH3:41])[N:38]=1)[CH2:3][CH:4]([N:8]([CH2:26][O:27][C:28](=[O:33])[CH2:29][CH:30]([CH3:32])[CH3:31])[C:9](=[O:25])[CH:10]([NH:15][C:16]([CH:18]1[CH2:23][CH2:22][CH2:21][CH2:20][N:19]1[CH3:24])=[O:17])[CH:11]([CH3:14])[CH2:12][CH3:13])[CH:5]([CH3:7])[CH3:6])(=[O:45])[CH3:44]. The catalyst class is: 17. (2) Reactant: [Si:1]([O:8][CH2:9][C@@H:10]1[C:14]([C:15]([O:17]C)=O)=[CH:13][CH2:12][N:11]1[C:19]([O:21][CH2:22][CH:23]=[CH2:24])=[O:20])([C:4]([CH3:7])([CH3:6])[CH3:5])([CH3:3])[CH3:2].Br[CH2:26][Cl:27].C([Li])CCC.CCCCCC.P([O-])([O-])([O-])=O. Product: [Si:1]([O:8][CH2:9][C@@H:10]1[C:14]([C:15](=[O:17])[CH2:26][Cl:27])=[CH:13][CH2:12][N:11]1[C:19]([O:21][CH2:22][CH:23]=[CH2:24])=[O:20])([C:4]([CH3:7])([CH3:5])[CH3:6])([CH3:3])[CH3:2]. The catalyst class is: 56. (3) Reactant: [CH2:1]([O:3][C:4](=[O:33])[C:5]([C:21](=[O:32])[C:22]1[CH:27]=[C:26]([F:28])[C:25]([F:29])=[C:24]([Cl:30])[C:23]=1F)=[CH:6][NH:7][C:8]1[CH:13]=[CH:12][CH:11]=[C:10]([CH2:14][N:15]2[CH2:20][CH2:19][CH2:18][CH2:17][CH2:16]2)[CH:9]=1)[CH3:2].C([O-])([O-])=O.[K+].[K+].C1OCCOCCOCCOCCOCCOC1. Product: [Cl:30][C:24]1[C:25]([F:29])=[C:26]([F:28])[CH:27]=[C:22]2[C:23]=1[N:7]([C:8]1[CH:13]=[CH:12][CH:11]=[C:10]([CH2:14][N:15]3[CH2:20][CH2:19][CH2:18][CH2:17][CH2:16]3)[CH:9]=1)[CH:6]=[C:5]([C:4]([O:3][CH2:1][CH3:2])=[O:33])[C:21]2=[O:32]. The catalyst class is: 1. (4) Reactant: [CH:1]([C:3]1[CH:4]=[C:5]([CH:10]=[CH:11][C:12]=1OS(C(F)(F)F)(=O)=O)[C:6]([O:8][CH3:9])=[O:7])=[O:2].[F:21][C:22]1[CH:27]=[CH:26][C:25]([O:28][CH3:29])=[CH:24][C:23]=1B(O)O.C([O-])([O-])=O.[Cs+].[Cs+].N#N. Product: [F:21][C:22]1[CH:27]=[CH:26][C:25]([O:28][CH3:29])=[CH:24][C:23]=1[C:12]1[CH:11]=[CH:10][C:5]([C:6]([O:8][CH3:9])=[O:7])=[CH:4][C:3]=1[CH:1]=[O:2]. The catalyst class is: 837. (5) Reactant: [NH2:1][C:2]1[S:6][C:5]([C:7]2[CH:8]=[N:9][C:10]([N:13]3[CH2:18][CH2:17][O:16][CH2:15][CH2:14]3)=[CH:11][CH:12]=2)=[N:4][C:3]=1[C:19]([OH:21])=O.O[N:23]1C2C=CC=CC=2N=N1.Cl.C(N=C=NCCCN(C)C)C.[Cl-].[NH4+].C(N(C(C)C)CC)(C)C. Product: [NH2:1][C:2]1[S:6][C:5]([C:7]2[CH:8]=[N:9][C:10]([N:13]3[CH2:14][CH2:15][O:16][CH2:17][CH2:18]3)=[CH:11][CH:12]=2)=[N:4][C:3]=1[C:19]([NH2:23])=[O:21]. The catalyst class is: 9. (6) Reactant: [C:1]([CH2:3][CH2:4][C@H:5]([C:10]1[C:14]([CH:15]2[CH2:17][CH2:16]2)=[C:13]([CH:18]2[CH2:21][CH:20]([CH2:22][CH:23]([CH3:25])[CH3:24])[CH2:19]2)[O:12][N:11]=1)[CH2:6][C:7]([OH:9])=O)#[N:2].CCN=C=NCCCN(C)C.Cl.C1C=CC2N(O)N=NC=2C=1.[CH3:48][C:49]1[CH:55]=[C:54]([CH3:56])[CH:53]=[CH:52][C:50]=1[NH2:51]. Product: [CH3:48][C:49]1[CH:55]=[C:54]([CH3:56])[CH:53]=[CH:52][C:50]=1[NH:51][C:7](=[O:9])[CH2:6][C@@H:5]([C:10]1[C:14]([CH:15]2[CH2:16][CH2:17]2)=[C:13]([CH:18]2[CH2:21][CH:20]([CH2:22][CH:23]([CH3:25])[CH3:24])[CH2:19]2)[O:12][N:11]=1)[CH2:4][CH2:3][C:1]#[N:2]. The catalyst class is: 136. (7) The catalyst class is: 12. Product: [C:17]([Si:14]([CH3:16])([CH3:15])[O:13][CH:10]1[CH2:11][CH2:12][C:7]([B:23]2[O:27][C:26]([CH3:29])([CH3:28])[C:25]([CH3:31])([CH3:30])[O:24]2)=[CH:8][CH2:9]1)([CH3:20])([CH3:19])[CH3:18]. Reactant: FC(F)(F)S(O[C:7]1[CH2:12][CH2:11][CH:10]([O:13][Si:14]([C:17]([CH3:20])([CH3:19])[CH3:18])([CH3:16])[CH3:15])[CH2:9][CH:8]=1)(=O)=O.[B:23]1([B:23]2[O:27][C:26]([CH3:29])([CH3:28])[C:25]([CH3:31])([CH3:30])[O:24]2)[O:27][C:26]([CH3:29])([CH3:28])[C:25]([CH3:31])([CH3:30])[O:24]1.C([O-])(=O)C.[K+]. (8) Reactant: [O:1]=[C:2]1[CH2:5][C:4]2([CH2:8][CH2:7][CH2:6]2)[N:3]1[C:9]([O:11][C:12]([CH3:15])([CH3:14])[CH3:13])=[O:10].[OH-].[Li+].CC[O:20]CC.O. Product: [C:12]([O:11][C:9]([NH:3][C:4]1([CH2:5][C:2]([OH:20])=[O:1])[CH2:8][CH2:7][CH2:6]1)=[O:10])([CH3:15])([CH3:14])[CH3:13]. The catalyst class is: 7. (9) Reactant: [Cl:1][C:2]1[CH:7]=[CH:6][C:5]([CH:8]([C:21]2[CH:26]=[CH:25][C:24]([F:27])=[CH:23][CH:22]=2)[C:9]2[C:17]3[C:12](=[C:13]([CH2:18][S:19][CH3:20])[CH:14]=[CH:15][CH:16]=3)[NH:11][CH:10]=2)=[C:4]([CH3:28])[CH:3]=1.ClCCl.ClC1C=CC=C(C(OO)=[O:40])C=1. Product: [Cl:1][C:2]1[CH:7]=[CH:6][C:5]([CH:8]([C:21]2[CH:22]=[CH:23][C:24]([F:27])=[CH:25][CH:26]=2)[C:9]2[C:17]3[C:12](=[C:13]([CH2:18][S:19]([CH3:20])=[O:40])[CH:14]=[CH:15][CH:16]=3)[NH:11][CH:10]=2)=[C:4]([CH3:28])[CH:3]=1. The catalyst class is: 5.